From a dataset of Catalyst prediction with 721,799 reactions and 888 catalyst types from USPTO. Predict which catalyst facilitates the given reaction. (1) Reactant: [F:1][C:2]1[CH:7]=[C:6]([F:8])[CH:5]=[CH:4][C:3]=1[C@:9]12[CH2:18][O:17][C@@H:16]([CH:19]=[CH:20][O:21][CH3:22])[CH2:15][C@H:14]1[CH2:13][S:12][C:11]([NH:23][C:24](=[O:31])[C:25]1[CH:30]=[CH:29][CH:28]=[CH:27][CH:26]=1)=[N:10]2.[CH:32](OC)([O:35][CH3:36])[O:33][CH3:34].B(F)(F)F.C[CH2:44][O:45]CC.C(=O)(O)[O-].[Na+]. Product: [F:1][C:2]1[CH:7]=[C:6]([F:8])[CH:5]=[CH:4][C:3]=1[C@:9]12[CH2:18][O:17][C@@H:16]([CH:19]([CH:32]([O:35][CH3:36])[O:33][CH3:34])[CH:20]([O:45][CH3:44])[O:21][CH3:22])[CH2:15][C@H:14]1[CH2:13][S:12][C:11]([NH:23][C:24](=[O:31])[C:25]1[CH:26]=[CH:27][CH:28]=[CH:29][CH:30]=1)=[N:10]2. The catalyst class is: 417. (2) Reactant: [CH3:1][C@@H:2]1[CH2:7][N:6]([C@@H:8]([C:23]2[CH:28]=[CH:27][CH:26]=[CH:25][CH:24]=2)[C:9]2[CH:14]=[CH:13][C:12]([C:15]#[C:16][C:17]3[CH:22]=[CH:21][CH:20]=[CH:19][CH:18]=3)=[CH:11][CH:10]=2)[CH2:5][CH2:4][N:3]1[CH2:29][C:30]([O:32]C(C)(C)C)=[O:31].O.[OH-].[Li+]. Product: [CH3:1][C@@H:2]1[CH2:7][N:6]([C@@H:8]([C:23]2[CH:28]=[CH:27][CH:26]=[CH:25][CH:24]=2)[C:9]2[CH:10]=[CH:11][C:12]([C:15]#[C:16][C:17]3[CH:22]=[CH:21][CH:20]=[CH:19][CH:18]=3)=[CH:13][CH:14]=2)[CH2:5][CH2:4][N:3]1[CH2:29][C:30]([OH:32])=[O:31]. The catalyst class is: 87. (3) The catalyst class is: 8. Reactant: C([O:3][C:4](=[O:36])[CH2:5][CH2:6][C:7]1[CH:12]=[CH:11][C:10]([O:13][CH2:14][CH2:15][C@@H:16]([O:18][C:19]2[CH:24]=[CH:23][C:22]([Cl:25])=[CH:21][C:20]=2[O:26][C:27]2[CH:32]=[CH:31][CH:30]=[CH:29][C:28]=2[F:33])[CH3:17])=[CH:9][C:8]=1[CH2:34][CH3:35])C.[OH-].[Na+]. Product: [Cl:25][C:22]1[CH:23]=[CH:24][C:19]([O:18][C@@H:16]([CH3:17])[CH2:15][CH2:14][O:13][C:10]2[CH:11]=[CH:12][C:7]([CH2:6][CH2:5][C:4]([OH:36])=[O:3])=[C:8]([CH2:34][CH3:35])[CH:9]=2)=[C:20]([O:26][C:27]2[CH:32]=[CH:31][CH:30]=[CH:29][C:28]=2[F:33])[CH:21]=1. (4) Reactant: [CH3:1][C:2]1[CH:7]=[CH:6][C:5]([S:8]([O:11][CH2:12][CH:13]2[CH2:17][C:16]3[CH:18]=[C:19]([Cl:24])[CH:20]=[C:21]([O:22]C)[C:15]=3[O:14]2)(=[O:10])=[O:9])=[CH:4][CH:3]=1.CC1C=CC(S(OCC2CC3C=CC=C(O)C=3O2)(=O)=O)=CC=1. Product: [CH3:1][C:2]1[CH:7]=[CH:6][C:5]([S:8]([O:11][CH2:12][CH:13]2[CH2:17][C:16]3[CH:18]=[C:19]([Cl:24])[CH:20]=[C:21]([OH:22])[C:15]=3[O:14]2)(=[O:9])=[O:10])=[CH:4][CH:3]=1. The catalyst class is: 201. (5) Reactant: CC1[O:3][CH2:4][C:5]([CH2:25][O:26][P:27](=[O:38])([O:33]C(C)(C)C)[O:28]C(C)(C)C)([CH2:7][CH2:8][C:9]2[CH:14]=[CH:13][C:12]([O:15][CH2:16][CH2:17][CH2:18][CH2:19][CH2:20][C:21]([F:24])([F:23])[F:22])=[CH:11][CH:10]=2)[N:6]=1.Cl. Product: [NH2:6][C:5]([CH2:4][OH:3])([CH2:7][CH2:8][C:9]1[CH:14]=[CH:13][C:12]([O:15][CH2:16][CH2:17][CH2:18][CH2:19][CH2:20][C:21]([F:24])([F:22])[F:23])=[CH:11][CH:10]=1)[CH2:25][O:26][P:27](=[O:28])([OH:33])[OH:38]. The catalyst class is: 8.